This data is from Forward reaction prediction with 1.9M reactions from USPTO patents (1976-2016). The task is: Predict the product of the given reaction. (1) Given the reactants [F:1][C:2]1[CH:7]=[C:6]([F:8])[CH:5]=[CH:4][C:3]=1[C:9]#[C:10][C:11]1[N:16]=[C:15]([NH2:17])[C:14]([N+:18]([O-:20])=[O:19])=[CH:13][CH:12]=1.[Mn]([O-])(=O)(=O)=[O:22].[K+].S([O-])([O-])(=O)=S.[Na+].[Na+].C(OC)(C)(C)C.[Cl-].[Na+].[OH2:42], predict the reaction product. The product is: [NH2:17][C:15]1[N:16]=[C:11]([C:10](=[O:22])[C:9]([C:3]2[CH:4]=[CH:5][C:6]([F:8])=[CH:7][C:2]=2[F:1])=[O:42])[CH:12]=[CH:13][C:14]=1[N+:18]([O-:20])=[O:19]. (2) Given the reactants [NH2:1][C:2]1[CH:7]=[CH:6][C:5]([OH:8])=[CH:4][CH:3]=1.O.CC(C)([O-])C.[K+].Cl[C:17]1[CH:22]=[CH:21][N:20]=[C:19]([CH3:23])[CH:18]=1, predict the reaction product. The product is: [CH3:23][C:19]1[CH:18]=[C:17]([O:8][C:5]2[CH:6]=[CH:7][C:2]([NH2:1])=[CH:3][CH:4]=2)[CH:22]=[CH:21][N:20]=1. (3) Given the reactants [Cl:1][C:2]1[S:6][C:5]([C:7]2[O:11][N:10]=[C:9]([CH2:12][N:13]3[C:21]4[C:16](=[CH:17][C:18]([C:22]([OH:24])=[O:23])=[CH:19][CH:20]=4)[CH:15]=[C:14]3[C:25](=[O:36])[NH:26][CH:27]3[CH2:32][CH2:31][N:30]([CH:33]([CH3:35])[CH3:34])[CH2:29][CH2:28]3)[CH:8]=2)=[CH:4][CH:3]=1.[C:37](=[O:49])([O:45][CH:46](Cl)[CH3:47])[O:38][CH:39]1[CH2:44][CH2:43][CH2:42][CH2:41][CH2:40]1, predict the reaction product. The product is: [CH:39]1([O:38][C:37]([O:45][CH:46]([O:23][C:22]([C:18]2[CH:17]=[C:16]3[C:21](=[CH:20][CH:19]=2)[N:13]([CH2:12][C:9]2[CH:8]=[C:7]([C:5]4[S:6][C:2]([Cl:1])=[CH:3][CH:4]=4)[O:11][N:10]=2)[C:14]([C:25](=[O:36])[NH:26][CH:27]2[CH2:32][CH2:31][N:30]([CH:33]([CH3:34])[CH3:35])[CH2:29][CH2:28]2)=[CH:15]3)=[O:24])[CH3:47])=[O:49])[CH2:44][CH2:43][CH2:42][CH2:41][CH2:40]1. (4) Given the reactants C(=O)([O-])[O-].[K+].[K+].[I-].[K+].[CH3:9][O:10][C:11](=[O:20])[C:12]1[CH:17]=[CH:16][C:15]([OH:18])=[C:14]([CH3:19])[CH:13]=1.[C:21]([O:25][C:26](=[O:31])[CH2:27][CH2:28][CH2:29]Br)([CH3:24])([CH3:23])[CH3:22], predict the reaction product. The product is: [CH3:9][O:10][C:11](=[O:20])[C:12]1[CH:17]=[CH:16][C:15]([O:18][CH2:29][CH2:28][CH2:27][C:26]([O:25][C:21]([CH3:24])([CH3:23])[CH3:22])=[O:31])=[C:14]([CH3:19])[CH:13]=1. (5) Given the reactants Cl.O1CCCCC1[O:8][CH2:9][C:10]1[CH:11]=[C:12]([C:16]2[NH:20][C:19](=[O:21])[O:18][N:17]=2)[CH:13]=[CH:14][CH:15]=1, predict the reaction product. The product is: [OH:8][CH2:9][C:10]1[CH:11]=[C:12]([C:16]2[NH:20][C:19](=[O:21])[O:18][N:17]=2)[CH:13]=[CH:14][CH:15]=1.